From a dataset of Forward reaction prediction with 1.9M reactions from USPTO patents (1976-2016). Predict the product of the given reaction. (1) Given the reactants C[C:2]1[N:3]=[C:4]([N:12]2[CH2:16][CH2:15][N:14]([C:17]3[CH:22]=[CH:21][CH:20]=CC=3)[C:13]2=[O:23])[S:5][C:6]=1[C:7]([O:9]CC)=[O:8].[CH2:24](N1CCN(C2SC(C(OCC)=O)=C(C)N=2)C1=O)CCC, predict the reaction product. The product is: [CH2:17]([N:14]1[CH2:15][CH2:16][N:12]([C:4]2[SH:5]([CH3:24])[C:6]([C:7]([OH:9])=[O:8])=[CH:2][N:3]=2)[C:13]1=[O:23])[CH2:22][CH2:21][CH3:20]. (2) The product is: [Br:1][C:2]1[C:10]([CH3:11])=[CH:9][CH:8]=[CH:7][C:3]=1[C:4]([Cl:15])=[O:5]. Given the reactants [Br:1][C:2]1[C:10]([CH3:11])=[CH:9][CH:8]=[CH:7][C:3]=1[C:4](O)=[O:5].C(Cl)(=O)C([Cl:15])=O, predict the reaction product.